From a dataset of Catalyst prediction with 721,799 reactions and 888 catalyst types from USPTO. Predict which catalyst facilitates the given reaction. (1) Reactant: [CH:1]1([C@@H:4]([NH:9][CH2:10][C:11]2[CH:16]=[CH:15][C:14]([F:17])=[CH:13][CH:12]=2)[C:5]([F:8])([F:7])[F:6])[CH2:3][CH2:2]1.[Br:18][CH2:19][C:20](Br)=[O:21]. Product: [Br:18][CH2:19][C:20]([N:9]([C@H:4]([CH:1]1[CH2:3][CH2:2]1)[C:5]([F:8])([F:6])[F:7])[CH2:10][C:11]1[CH:16]=[CH:15][C:14]([F:17])=[CH:13][CH:12]=1)=[O:21]. The catalyst class is: 2. (2) Reactant: [N:1]([C:4]1[S:8][C:7]2[CH2:9][CH2:10][CH2:11][CH2:12][CH2:13][C:6]=2[C:5]=1[C:14]1[O:18][N:17]=[C:16]([C:19]([F:22])([F:21])[F:20])[N:15]=1)=[C:2]=[O:3].[NH:23]1[CH2:30][CH2:29][CH2:28][C@@H:24]1[C:25]([OH:27])=[O:26]. Product: [F:20][C:19]([F:22])([F:21])[C:16]1[N:15]=[C:14]([C:5]2[C:6]3[CH2:13][CH2:12][CH2:11][CH2:10][CH2:9][C:7]=3[S:8][C:4]=2[NH:1][C:2]([N:23]2[CH2:30][CH2:29][CH2:28][C@@H:24]2[C:25]([OH:27])=[O:26])=[O:3])[O:18][N:17]=1. The catalyst class is: 61. (3) Reactant: [Cl:1][C:2]1[CH:11]=[C:10]2[C:5]([C:6]([OH:18])=[C:7]([N:13]3[CH:17]=[CH:16][CH:15]=[N:14]3)[C:8](=[O:12])[NH:9]2)=[CH:4][C:3]=1I.CC1(C)C(C)(C)OB([C:28]2[CH:33]=[CH:32][C:31]([C:34]3[N:35]=[C:36]([NH:39]C(=O)C)[S:37][CH:38]=3)=[CH:30][CH:29]=2)O1.C([O-])([O-])=O.[Na+].[Na+]. Product: [ClH:1].[NH2:39][C:36]1[S:37][CH:38]=[C:34]([C:31]2[CH:32]=[CH:33][C:28]([C:3]3[CH:4]=[C:5]4[C:10](=[CH:11][C:2]=3[Cl:1])[NH:9][C:8](=[O:12])[C:7]([N:13]3[CH:17]=[CH:16][CH:15]=[N:14]3)=[C:6]4[OH:18])=[CH:29][CH:30]=2)[N:35]=1. The catalyst class is: 77. (4) Reactant: C(O)C[CH2:3][CH2:4][CH2:5][CH2:6][OH:7].[C:9](=[O:12])([O-])[O-].[OH-].[K+].S([O-])([O-])(=O)=O.[Mg+2].[C:21](OCC)(=[O:23])C. Product: [CH2:21]([C:5]([CH2:6][OH:7])([CH2:9][OH:12])[CH2:4][CH3:3])[OH:23]. The catalyst class is: 6.